From a dataset of Full USPTO retrosynthesis dataset with 1.9M reactions from patents (1976-2016). Predict the reactants needed to synthesize the given product. (1) Given the product [CH3:16][O:15][C:4]1[CH:5]=[C:6]2[C:11](=[C:2]([CH:17]=[CH2:18])[CH:3]=1)[C:10](=[O:12])[CH2:9][CH2:8][C:7]2([CH3:14])[CH3:13], predict the reactants needed to synthesize it. The reactants are: Br[C:2]1[CH:3]=[C:4]([O:15][CH3:16])[CH:5]=[C:6]2[C:11]=1[C:10](=[O:12])[CH2:9][CH2:8][C:7]2([CH3:14])[CH3:13].[CH2:17]([Sn](CCCC)(CCCC)C=C)[CH2:18]CC. (2) Given the product [NH:2]1[C:6]2[C:5](=[C:14]([C:12]3[N:11]=[C:10]([N:16]4[CH2:21][CH2:20][O:19][CH2:18][CH2:17]4)[C:9]4[C:14](=[C:5]5[CH:4]=[CH:3][N:2]([CH3:1])[C:6]5=[CH:7][CH:8]=4)[N:13]=3)[CH:9]=[CH:8][CH:7]=2)[CH:4]=[CH:3]1, predict the reactants needed to synthesize it. The reactants are: [CH3:1][N:2]1[C:6]2=[CH:7][CH:8]=[C:9]3[C:14]([N:13]=[C:12](Cl)[N:11]=[C:10]3[N:16]3[CH2:21][CH2:20][O:19][CH2:18][CH2:17]3)=[C:5]2[CH:4]=[CH:3]1.C([O-])([O-])=O.[Na+].[Na+]. (3) Given the product [O:49]1[CH2:53][CH2:52][CH:51]([CH2:54][NH:55][C:13]([C:10]2[CH:9]=[C:8]([CH2:7][O:6][CH2:5][C:4]3[CH:16]=[CH:17][C:18]([Cl:19])=[C:2]([Cl:1])[CH:3]=3)[O:12][N:11]=2)=[O:15])[CH2:50]1, predict the reactants needed to synthesize it. The reactants are: [Cl:1][C:2]1[CH:3]=[C:4]([CH:16]=[CH:17][C:18]=1[Cl:19])[CH2:5][O:6][CH2:7][C:8]1[O:12][N:11]=[C:10]([C:13]([OH:15])=O)[CH:9]=1.C(N(CC)CC)C.Cl.C(N=C=NCCCN(C)C)C.ON1C2C=CC=CC=2N=N1.[O:49]1[CH2:53][CH2:52][CH:51]([CH2:54][NH2:55])[CH2:50]1. (4) Given the product [Br:2][C:3]1[CH:4]=[C:5]2[C:9](=[CH:10][CH:11]=1)[CH2:8][CH:7]([NH:12][C:38](=[O:39])[O:37][C:34]([CH3:36])([CH3:35])[CH3:33])[CH2:6]2, predict the reactants needed to synthesize it. The reactants are: Br.[Br:2][C:3]1[CH:4]=[C:5]2[C:9](=[CH:10][CH:11]=1)[CH2:8][CH:7]([NH2:12])[CH2:6]2.N[C@H](C(O)=O)CCCCNC(=N)N.CCN(CC)CC.[CH3:33][C:34]([O:37][C:38](O[C:38]([O:37][C:34]([CH3:36])([CH3:35])[CH3:33])=[O:39])=[O:39])([CH3:36])[CH3:35]. (5) Given the product [NH2:23][CH2:26][CH2:27][C:28]1[C:36]2[C:35]([OH:37])=[C:34]([F:45])[CH:33]=[CH:32][C:31]=2[N:30]([CH2:46][CH:47]2[CH2:52][CH2:51][CH2:50][CH2:49][O:48]2)[CH:29]=1, predict the reactants needed to synthesize it. The reactants are: [Si](OCCC1C2C(O)=C(F)C=CC=2N(C)C=1)(C(C)(C)C)(C)C.[N:23]([CH2:26][CH2:27][C:28]1[C:36]2[C:31](=[CH:32][CH:33]=[C:34]([F:45])[C:35]=2[O:37]CC2C=CC=CC=2)[N:30]([CH2:46][CH:47]2[CH2:52][CH2:51][CH2:50][CH2:49][O:48]2)[CH:29]=1)=[N+]=[N-].